Dataset: Full USPTO retrosynthesis dataset with 1.9M reactions from patents (1976-2016). Task: Predict the reactants needed to synthesize the given product. (1) The reactants are: [CH3:1][C:2]([CH3:7])([CH3:6])[C:3](=O)[CH3:4].[C:8](O)(=O)C.[CH:12]([NH2:14])=[NH:13]. Given the product [C:2]([C:3]1[CH:4]=[CH:8][N:14]=[CH:12][N:13]=1)([CH3:7])([CH3:6])[CH3:1], predict the reactants needed to synthesize it. (2) Given the product [N:1]1([CH:9]([C:11]2[CH:20]=[CH:19][C:14]([C:15]([O:17][CH3:18])=[O:16])=[CH:13][CH:12]=2)[CH3:10])[CH:5]=[CH:4][CH:3]=[N:2]1, predict the reactants needed to synthesize it. The reactants are: [NH:1]1[CH:5]=[CH:4][CH:3]=[N:2]1.[H-].[Na+].Br[CH:9]([C:11]1[CH:20]=[CH:19][C:14]([C:15]([O:17][CH3:18])=[O:16])=[CH:13][CH:12]=1)[CH3:10]. (3) Given the product [CH3:33][C:29]1[C:30]([CH3:32])=[CH:31][C:17]2[N:16]([CH2:15][CH2:14][NH:13][C:9]3[CH:8]=[C:7]([CH:12]=[CH:11][CH:10]=3)[C:6]([OH:34])=[O:5])[C:25]3[C:20]([C:21](=[O:27])[NH:22][C:23](=[O:26])[N:24]=3)=[N:19][C:18]=2[CH:28]=1, predict the reactants needed to synthesize it. The reactants are: C([O:5][C:6](=[O:34])[C:7]1[CH:12]=[CH:11][CH:10]=[C:9]([NH:13][CH2:14][CH2:15][N:16]2[C:25]3[C:20]([C:21](=[O:27])[NH:22][C:23](=[O:26])[N:24]=3)=[N:19][C:18]3[CH:28]=[C:29]([CH3:33])[C:30]([CH3:32])=[CH:31][C:17]2=3)[CH:8]=1)(C)(C)C.FC(F)(F)C(O)=O. (4) Given the product [CH:32]1([CH2:37][CH2:38][C:39]([N:16]([C:17]2[CH:18]=[CH:19][C:20]3[C:25](=[O:26])[O:24][C:23]([CH3:27])([CH3:28])[O:22][C:21]=3[CH:29]=2)[CH2:15][C:14]2[CH:30]=[CH:31][C:11]([C:10]#[C:9][C:6]3[CH:5]=[CH:4][C:3]([O:2][CH3:1])=[CH:8][CH:7]=3)=[CH:12][CH:13]=2)=[O:40])[CH2:36][CH2:35][CH2:34][CH2:33]1, predict the reactants needed to synthesize it. The reactants are: [CH3:1][O:2][C:3]1[CH:8]=[CH:7][C:6]([C:9]#[C:10][C:11]2[CH:31]=[CH:30][C:14]([CH2:15][NH:16][C:17]3[CH:18]=[CH:19][C:20]4[C:25](=[O:26])[O:24][C:23]([CH3:28])([CH3:27])[O:22][C:21]=4[CH:29]=3)=[CH:13][CH:12]=2)=[CH:5][CH:4]=1.[CH:32]1([CH2:37][CH2:38][C:39](Cl)=[O:40])[CH2:36][CH2:35][CH2:34][CH2:33]1. (5) Given the product [F:1][C:2]1[CH:7]=[C:6]([F:8])[CH:5]=[CH:4][C:3]=1[C:9]1[C:17]2[O:16][CH:15]([CH2:18][NH2:19])[CH2:14][C:13]=2[CH:12]=[CH:11][CH:10]=1, predict the reactants needed to synthesize it. The reactants are: [F:1][C:2]1[CH:7]=[C:6]([F:8])[CH:5]=[CH:4][C:3]=1[C:9]1[C:17]2[O:16][CH:15]([CH2:18][N:19]=[N+]=[N-])[CH2:14][C:13]=2[CH:12]=[CH:11][CH:10]=1. (6) Given the product [CH2:5]1[C:4]2([CH2:10][C:11](=[O:13])[CH2:12][C:2](=[O:1])[CH2:3]2)[CH2:9][CH2:8][O:7][CH2:6]1, predict the reactants needed to synthesize it. The reactants are: [O:1]=[C:2]1[CH2:12][C:11](=[O:13])[CH2:10][C:4]2([CH2:9][CH2:8][O:7][CH2:6][CH2:5]2)[CH:3]1C(OC)=O.[OH-].[Na+].OS(O)(=O)=O. (7) Given the product [Br:1][C:2]1[CH:3]=[C:4]2[C:9](=[C:10]([Br:19])[C:11]=1[CH2:12][N:13]1[CH2:18][CH2:17][N:16]([CH:34]3[CH2:39][CH2:38][CH2:37][CH2:36][CH2:35]3)[CH2:15][CH2:14]1)[N:8]=[CH:7][N:6]([CH2:20][C:21]1[CH:26]=[C:25]([Cl:27])[CH:24]=[CH:23][C:22]=1[S:28]([CH2:31][CH3:32])(=[O:29])=[O:30])[C:5]2=[O:33], predict the reactants needed to synthesize it. The reactants are: [Br:1][C:2]1[CH:3]=[C:4]2[C:9](=[C:10]([Br:19])[C:11]=1[CH2:12][N:13]1[CH2:18][CH2:17][NH:16][CH2:15][CH2:14]1)[N:8]=[CH:7][N:6]([CH2:20][C:21]1[CH:26]=[C:25]([Cl:27])[CH:24]=[CH:23][C:22]=1[S:28]([CH2:31][CH3:32])(=[O:30])=[O:29])[C:5]2=[O:33].[C:34]1(=O)[CH2:39][CH2:38][CH2:37][CH2:36][CH2:35]1. (8) The reactants are: [N:1]1[N:2]([C:6]2[CH:11]=[CH:10][CH:9]=[CH:8][C:7]=2[C:12]([N:14]2[CH2:19][CH2:18][CH2:17][C@@H:16]([CH3:20])[C@H:15]2[CH2:21][NH2:22])=[O:13])[N:3]=[CH:4][CH:5]=1.F[C:24]1[CH:29]=[CH:28][C:27]([C:30]([F:33])([F:32])[F:31])=[CH:26][N:25]=1. Given the product [N:1]1[N:2]([C:6]2[CH:11]=[CH:10][CH:9]=[CH:8][C:7]=2[C:12]([N:14]2[CH2:19][CH2:18][CH2:17][C@@H:16]([CH3:20])[C@H:15]2[CH2:21][NH:22][C:24]2[CH:29]=[CH:28][C:27]([C:30]([F:33])([F:32])[F:31])=[CH:26][N:25]=2)=[O:13])[N:3]=[CH:4][CH:5]=1, predict the reactants needed to synthesize it. (9) Given the product [Cl:11][C:12]([F:38])([F:39])[CH2:13][CH2:14][S:15]([CH:18]([C:29]1[C:34]([F:35])=[CH:33][CH:32]=[C:31]([F:36])[C:30]=1[F:37])[C:19]1[C:20]([CH3:28])=[CH:21][C:22]([C:25]([NH:27][CH2:5][OH:6])=[O:26])=[N:23][CH:24]=1)(=[O:17])=[O:16], predict the reactants needed to synthesize it. The reactants are: C=O.[OH-].[Na+].[CH3:5][O:6]CCOC.[Cl:11][C:12]([F:39])([F:38])[CH2:13][CH2:14][S:15]([CH:18]([C:29]1[C:34]([F:35])=[CH:33][CH:32]=[C:31]([F:36])[C:30]=1[F:37])[C:19]1[C:20]([CH3:28])=[CH:21][C:22]([C:25]([NH2:27])=[O:26])=[N:23][CH:24]=1)(=[O:17])=[O:16].